Predict the product of the given reaction. From a dataset of Forward reaction prediction with 1.9M reactions from USPTO patents (1976-2016). (1) Given the reactants [O:1]1[C:5]2[CH:6]=[CH:7][C:8]([C:10]3[S:11][CH:12]=[C:13]([C:15]([OH:17])=O)[N:14]=3)=[CH:9][C:4]=2[CH2:3][CH2:2]1.[N:18]1([C:24]2[S:28][C:27]([NH2:29])=[N:26][N:25]=2)[CH2:23][CH2:22][O:21][CH2:20][CH2:19]1.CN(C(ON1N=NC2C=CC=CC1=2)=[N+](C)C)C.F[P-](F)(F)(F)(F)F, predict the reaction product. The product is: [O:1]1[C:5]2[CH:6]=[CH:7][C:8]([C:10]3[S:11][CH:12]=[C:13]([C:15]([NH:29][C:27]4[S:28][C:24]([N:18]5[CH2:19][CH2:20][O:21][CH2:22][CH2:23]5)=[N:25][N:26]=4)=[O:17])[N:14]=3)=[CH:9][C:4]=2[CH2:3][CH2:2]1. (2) Given the reactants C([Li])CCC.C(OP([CH2:14][C:15]1[C:24]2[C:19](=[CH:20][CH:21]=[C:22]([O:26][CH3:27])[C:23]=2[F:25])[N:18]=[CH:17][C:16]=1[Cl:28])(=O)OCC)C.[C:29]([O:33][C:34](=[O:45])[NH:35][C@@H:36]1[CH2:41][CH2:40][C@@H:39]([CH2:42][CH:43]=O)[O:38][CH2:37]1)([CH3:32])([CH3:31])[CH3:30].CCCCCC, predict the reaction product. The product is: [C:29]([O:33][C:34](=[O:45])[NH:35][C@@H:36]1[CH2:41][CH2:40][C@@H:39]([CH2:42][CH:43]=[CH:14][C:15]2[C:24]3[C:19](=[CH:20][CH:21]=[C:22]([O:26][CH3:27])[C:23]=3[F:25])[N:18]=[CH:17][C:16]=2[Cl:28])[O:38][CH2:37]1)([CH3:32])([CH3:31])[CH3:30]. (3) Given the reactants [C:1]1([CH:7]([C:12]2[CH:17]=[CH:16][N:15]=[N:14][CH:13]=2)[CH2:8][C:9](O)=[O:10])[CH:6]=[CH:5][CH:4]=[CH:3][CH:2]=1.CCN(CC)CC.C1C=CC(P([N:39]=[N+:40]=[N-:41])(C2C=CC=CC=2)=O)=CC=1, predict the reaction product. The product is: [C:1]1([CH:7]([C:12]2[CH:17]=[CH:16][N:15]=[N:14][CH:13]=2)[CH2:8][C:9]([N:39]=[N+:40]=[N-:41])=[O:10])[CH:6]=[CH:5][CH:4]=[CH:3][CH:2]=1. (4) Given the reactants [C:1](Cl)(=[O:6])[CH2:2][C:3](Cl)=[O:4].[CH3:8][CH:9]([CH3:19])[CH2:10][NH:11][C:12]([NH:14][CH2:15][CH:16]([CH3:18])[CH3:17])=[O:13], predict the reaction product. The product is: [CH3:17][CH:16]([CH3:18])[CH2:15][N:14]1[C:3](=[O:4])[CH2:2][C:1](=[O:6])[N:11]([CH2:10][CH:9]([CH3:19])[CH3:8])[C:12]1=[O:13]. (5) Given the reactants [Cl:1][C:2]1[S:3][CH:4]=[C:5]([C:7]([OH:9])=O)[N:6]=1.[CH2:10]([O:12][C:13](=[O:23])[CH:14]=[CH:15][C:16]1[CH:21]=[CH:20][CH:19]=[C:18]([NH2:22])[CH:17]=1)[CH3:11], predict the reaction product. The product is: [CH2:10]([O:12][C:13](=[O:23])[CH:14]=[CH:15][C:16]1[CH:21]=[CH:20][CH:19]=[C:18]([NH:22][C:7]([C:5]2[N:6]=[C:2]([Cl:1])[S:3][CH:4]=2)=[O:9])[CH:17]=1)[CH3:11]. (6) The product is: [CH2:1]([O:3][CH2:4][CH:5]([NH2:20])[CH2:6][O:7][C:8]1[CH:13]=[CH:12][C:11]([F:14])=[CH:10][CH:9]=1)[CH3:2]. Given the reactants [CH2:1]([O:3][CH2:4][CH:5](CS([O-])(=O)=O)[CH2:6][O:7][C:8]1[CH:13]=[CH:12][C:11]([F:14])=[CH:10][CH:9]=1)[CH3:2].[N-:20]=[N+]=[N-].[Na+].C1(P(C2C=CC=CC=2)C2C=CC=CC=2)C=CC=CC=1, predict the reaction product.